Task: Predict the reaction yield, written as a fraction of the theoretical maximum amount of product (1.0 means a 100% yield; for example, 0.34 means a 34% yield).. Dataset: Reaction yield outcomes from USPTO patents with 853,638 reactions The reactants are N1C=CN=C1.C1(P(C2C=CC=CC=2)C2C=CC=CC=2)C=CC=CC=1.[I:25]I.[CH3:27][O:28][C:29]([C:31]1([CH2:46]O)[CH:35]([CH3:36])[C:34](=[O:37])[N:33]([C:38]2[C:43]([CH3:44])=[CH:42][CH:41]=[CH:40][C:39]=2[CH3:45])[CH2:32]1)=[O:30]. The catalyst is C1(C)C=CC=CC=1.CCOC(C)=O. The product is [CH3:27][O:28][C:29]([C:31]1([CH2:46][I:25])[CH:35]([CH3:36])[C:34](=[O:37])[N:33]([C:38]2[C:43]([CH3:44])=[CH:42][CH:41]=[CH:40][C:39]=2[CH3:45])[CH2:32]1)=[O:30]. The yield is 0.830.